From a dataset of Full USPTO retrosynthesis dataset with 1.9M reactions from patents (1976-2016). Predict the reactants needed to synthesize the given product. (1) Given the product [CH3:15][C:14]([S@@:12]([N:11]1[CH2:2][CH2:3][CH2:4][C@H:5]1[C:6]1[S:7][CH:8]=[CH:9][CH:10]=1)=[O:13])([CH3:17])[CH3:16], predict the reactants needed to synthesize it. The reactants are: Cl[CH2:2][CH2:3][CH2:4]/[C:5](=[N:11]\[S@:12]([C:14]([CH3:17])([CH3:16])[CH3:15])=[O:13])/[C:6]1[S:7][CH:8]=[CH:9][CH:10]=1.CC(C[AlH]CC(C)C)C.[Li+].C[Si]([N-][Si](C)(C)C)(C)C. (2) Given the product [C:11]([O:15][C:16](=[O:31])[NH:17][C@@H:18]([CH2:27][CH:28]([CH3:29])[CH3:30])[C:19]([N:20]1[CH2:21][CH2:22][N:23]([C:2]2[CH:3]=[CH:4][C:5]3[N:6]([CH:8]=[CH:9][N:10]=3)[N:7]=2)[CH2:24][CH2:25]1)=[O:26])([CH3:14])([CH3:13])[CH3:12], predict the reactants needed to synthesize it. The reactants are: F[C:2]1[CH:3]=[CH:4][C:5]2[N:6]([CH:8]=[CH:9][N:10]=2)[N:7]=1.[C:11]([O:15][C:16](=[O:31])[NH:17][C@@H:18]([CH2:27][CH:28]([CH3:30])[CH3:29])[C:19](=[O:26])[N:20]1[CH2:25][CH2:24][NH:23][CH2:22][CH2:21]1)([CH3:14])([CH3:13])[CH3:12].C(O)(C)C. (3) Given the product [Cl:1][C:2]1[N:10]=[C:9]2[C:5]([N:6]=[C:7]([CH2:12][CH2:13][N:27]3[CH2:28][CH2:29][C:24]4([CH2:21][CH:22]([OH:30])[CH2:23]4)[CH2:25][CH2:26]3)[N:8]2[CH3:11])=[C:4]([N:15]2[CH2:20][CH2:19][O:18][CH2:17][CH2:16]2)[N:3]=1, predict the reactants needed to synthesize it. The reactants are: [Cl:1][C:2]1[N:10]=[C:9]2[C:5]([N:6]=[C:7]([CH2:12][CH:13]=O)[N:8]2[CH3:11])=[C:4]([N:15]2[CH2:20][CH2:19][O:18][CH2:17][CH2:16]2)[N:3]=1.[CH2:21]1[C:24]2([CH2:29][CH2:28][NH:27][CH2:26][CH2:25]2)[CH2:23][CH:22]1[OH:30].C(O[BH-](OC(=O)C)OC(=O)C)(=O)C.[Na+]. (4) Given the product [ClH:31].[CH3:14][O:13][C:10]1[CH:9]=[CH:8][C:7]([CH2:6][CH2:5][CH2:4][CH2:3][N:2]2[CH:30]=[CH:29][N:28]=[N:27]2)=[CH:12][CH:11]=1, predict the reactants needed to synthesize it. The reactants are: Cl.[NH2:2][CH2:3][CH2:4][CH2:5][CH2:6][C:7]1[CH:12]=[CH:11][C:10]([O:13][CH3:14])=[CH:9][CH:8]=1.[OH-].[Na+].S([NH:27][N:28]=[CH:29][CH:30](Cl)[Cl:31])(C1C=CC(C)=CC=1)(=O)=O.C(=O)([O-])O.[Na+].